From a dataset of Forward reaction prediction with 1.9M reactions from USPTO patents (1976-2016). Predict the product of the given reaction. (1) Given the reactants Br[C:2]1[CH:7]=[CH:6][C:5]([C@@H:8]([N:10]2[CH2:15][CH2:14][C@@:13]([C:20]3[CH:25]=[CH:24][C:23]([F:26])=[CH:22][CH:21]=3)([CH2:16][CH2:17][CH2:18][OH:19])[O:12][C:11]2=[O:27])[CH3:9])=[CH:4][CH:3]=1.[CH3:28][C:29]1[CH:34]=[C:33](B(O)O)[CH:32]=[CH:31][N:30]=1, predict the reaction product. The product is: [F:26][C:23]1[CH:24]=[CH:25][C:20]([C@:13]2([CH2:16][CH2:17][CH2:18][OH:19])[O:12][C:11](=[O:27])[N:10]([C@H:8]([C:5]3[CH:6]=[CH:7][C:2]([C:33]4[CH:32]=[CH:31][N:30]=[C:29]([CH3:28])[CH:34]=4)=[CH:3][CH:4]=3)[CH3:9])[CH2:15][CH2:14]2)=[CH:21][CH:22]=1. (2) Given the reactants [CH3:1][C:2]1[CH:7]=[CH:6][C:5]([NH:8][C:9](=[O:20])[C:10]2[CH:15]=[CH:14][CH:13]=[C:12]([C:16]([F:19])([F:18])[F:17])[CH:11]=2)=[CH:4][C:3]=1[C:21]1[CH:26]=[C:25]([N:27]2[CH2:32][CH2:31][O:30][CH2:29][CH2:28]2)[N:24]=[C:23](S(C)(=O)=O)[N:22]=1.[NH:37]1[CH2:41][CH2:40][CH2:39][C:38]1=[O:42].C(=O)([O-])[O-].[Cs+].[Cs+], predict the reaction product. The product is: [CH3:1][C:2]1[CH:7]=[CH:6][C:5]([NH:8][C:9](=[O:20])[C:10]2[CH:15]=[CH:14][CH:13]=[C:12]([C:16]([F:19])([F:18])[F:17])[CH:11]=2)=[CH:4][C:3]=1[C:21]1[CH:26]=[C:25]([N:27]2[CH2:32][CH2:31][O:30][CH2:29][CH2:28]2)[N:24]=[C:23]([N:37]2[CH2:41][CH2:40][CH2:39][C:38]2=[O:42])[N:22]=1. (3) Given the reactants C(O[C@@H:5]1[O:22][C@H:21]([CH2:23][O:24][C:25](=[O:27])[CH3:26])[C@@H:16]([O:17][C:18](=[O:20])[CH3:19])[C@H:11]([O:12][C:13](=[O:15])[CH3:14])[C@H:6]1[O:7][C:8](=[O:10])[CH3:9])(=O)C.C(OC(=O)C)(=O)C.[BrH:35].C(O)(=O)C, predict the reaction product. The product is: [C:8]([O:7][C@@H:6]1[C@@H:11]([O:12][C:13](=[O:15])[CH3:14])[C@H:16]([O:17][C:18](=[O:20])[CH3:19])[C@@H:21]([CH2:23][O:24][C:25](=[O:27])[CH3:26])[O:22][C@@H:5]1[Br:35])(=[O:10])[CH3:9]. (4) Given the reactants [F:1][C:2]1[CH:7]=[CH:6][C:5]([C:8]([N:10]2[CH2:15][CH2:14][C:13]3[N:16]=[C:17](/[CH:19]=[CH:20]/[C:21]4[CH:26]=[CH:25][CH:24]=[CH:23][CH:22]=4)[O:18][C:12]=3[CH2:11]2)=[O:9])=[CH:4][CH:3]=1.C([O-])=O.[NH4+], predict the reaction product. The product is: [F:1][C:2]1[CH:3]=[CH:4][C:5]([C:8]([N:10]2[CH2:15][CH2:14][C:13]3[N:16]=[C:17]([CH2:19][CH2:20][C:21]4[CH:22]=[CH:23][CH:24]=[CH:25][CH:26]=4)[O:18][C:12]=3[CH2:11]2)=[O:9])=[CH:6][CH:7]=1. (5) Given the reactants [CH3:1][C:2]([CH3:21])([CH3:20])[C:3]([NH:5][C:6]1[C:15]([C:16]([O:18][CH3:19])=[O:17])=[C:14]2[C:9]([CH:10]=[CH:11][CH2:12][O:13]2)=[CH:8][CH:7]=1)=[O:4].[OH-].[Na+].[CH:24](Br)([Br:26])[Br:25], predict the reaction product. The product is: [Br:25][C:24]1([Br:26])[CH:10]2[CH:11]1[CH2:12][O:13][C:14]1[C:9]2=[CH:8][CH:7]=[C:6]([NH:5][C:3](=[O:4])[C:2]([CH3:21])([CH3:20])[CH3:1])[C:15]=1[C:16]([O:18][CH3:19])=[O:17]. (6) Given the reactants [Cl:1][C:2]1[CH:10]=[C:9]([NH:11][C:12]([C:14]2[CH:22]=[C:21]3[C:17]([CH2:18][CH2:19][N:20]3[S:23]([C:26]3[CH:31]=[C:30]([Cl:32])[CH:29]=[C:28]([Cl:33])[CH:27]=3)(=[O:25])=[O:24])=[CH:16][CH:15]=2)=[O:13])[CH:8]=[CH:7][C:3]=1[C:4]([OH:6])=[O:5].Cl[C:35]1C=C(S(Cl)(=O)=O)C=C(Cl)C=1, predict the reaction product. The product is: [CH3:35][O:5][C:4](=[O:6])[C:3]1[CH:7]=[CH:8][C:9]([NH:11][C:12]([C:14]2[CH:22]=[C:21]3[C:17]([CH2:18][CH2:19][N:20]3[S:23]([C:26]3[CH:31]=[C:30]([Cl:32])[CH:29]=[C:28]([Cl:33])[CH:27]=3)(=[O:25])=[O:24])=[CH:16][CH:15]=2)=[O:13])=[CH:10][C:2]=1[Cl:1]. (7) Given the reactants Cl(O)(=O)(=O)=O.[CH3:6][O:7][C:8]1[CH:13]=[CH:12][C:11]([C:14]2[CH:19]=[CH:18][C:17]([CH2:20][CH2:21][C@@H:22]3[O:31][C@H:25]4[O:26]C(C)(C)[O:28][C@H:24]4[C@H:23]3[CH2:32][CH2:33][N:34]3[C:39](=[O:40])[C:38]4[CH:41]=[CH:42][CH:43]=[CH:44][C:37]=4[N:36]=[N:35]3)=[CH:16][CH:15]=2)=[CH:10][CH:9]=1, predict the reaction product. The product is: [OH:28][C@@H:24]1[C@H:25]([OH:26])[O:31][C@@H:22]([CH2:21][CH2:20][C:17]2[CH:18]=[CH:19][C:14]([C:11]3[CH:10]=[CH:9][C:8]([O:7][CH3:6])=[CH:13][CH:12]=3)=[CH:15][CH:16]=2)[C@@H:23]1[CH2:32][CH2:33][N:34]1[C:39](=[O:40])[C:38]2[CH:41]=[CH:42][CH:43]=[CH:44][C:37]=2[N:36]=[N:35]1.